Dataset: TCR-epitope binding with 47,182 pairs between 192 epitopes and 23,139 TCRs. Task: Binary Classification. Given a T-cell receptor sequence (or CDR3 region) and an epitope sequence, predict whether binding occurs between them. (1) The epitope is TLIGDCATV. The TCR CDR3 sequence is CASALEQGGYNEQFF. Result: 0 (the TCR does not bind to the epitope). (2) The epitope is TFYLTNDVSFL. The TCR CDR3 sequence is CASSQDFGSYEQYF. Result: 0 (the TCR does not bind to the epitope).